Predict the reactants needed to synthesize the given product. From a dataset of Full USPTO retrosynthesis dataset with 1.9M reactions from patents (1976-2016). Given the product [O:28]1[CH:32]=[CH:31][CH:30]=[C:29]1/[CH:33]=[CH:34]/[CH2:35][N:19]1[CH2:20][CH2:21][C:16]([CH2:15][CH2:14][CH2:13][N:10]2[C:11]3[C:6](=[CH:5][CH:4]=[C:3]([O:2][CH3:1])[CH:12]=3)[CH:7]=[CH:8][C:9]2=[O:27])([C:22]([O:24][CH2:25][CH3:26])=[O:23])[CH2:17][CH2:18]1, predict the reactants needed to synthesize it. The reactants are: [CH3:1][O:2][C:3]1[CH:12]=[C:11]2[C:6]([CH:7]=[CH:8][C:9](=[O:27])[N:10]2[CH2:13][CH2:14][CH2:15][C:16]2([C:22]([O:24][CH2:25][CH3:26])=[O:23])[CH2:21][CH2:20][NH:19][CH2:18][CH2:17]2)=[CH:5][CH:4]=1.[O:28]1[CH:32]=[CH:31][CH:30]=[C:29]1/[CH:33]=[CH:34]/[CH:35]=O.C(O[BH-](OC(=O)C)OC(=O)C)(=O)C.[Na+].C(=O)([O-])O.[Na+].